Task: Regression. Given a peptide amino acid sequence and an MHC pseudo amino acid sequence, predict their binding affinity value. This is MHC class I binding data.. Dataset: Peptide-MHC class I binding affinity with 185,985 pairs from IEDB/IMGT (1) The peptide sequence is TINALVYFST. The MHC is HLA-A02:03 with pseudo-sequence HLA-A02:03. The binding affinity (normalized) is 0.177. (2) The peptide sequence is HVDIPLQAY. The MHC is HLA-B40:01 with pseudo-sequence HLA-B40:01. The binding affinity (normalized) is 0.0847. (3) The peptide sequence is CRAPRKKGC. The MHC is HLA-A02:02 with pseudo-sequence HLA-A02:02. The binding affinity (normalized) is 0. (4) The peptide sequence is GEVATFTLI. The MHC is H-2-Kd with pseudo-sequence H-2-Kd. The binding affinity (normalized) is 0.0747.